Dataset: Catalyst prediction with 721,799 reactions and 888 catalyst types from USPTO. Task: Predict which catalyst facilitates the given reaction. (1) Reactant: [F:1][C:2]1[CH:7]=[CH:6][C:5]([C:8]2[N:16]3[C:11]([CH:12]=[C:13]([CH2:17][N:18]4[CH:22]=[C:21]([C:23]([OH:30])([C:26]([F:29])([F:28])[F:27])[CH2:24][CH3:25])[N:20]=[N:19]4)[CH:14]=[CH:15]3)=[CH:10][C:9]=2[C:31]([NH2:33])=[O:32])=[CH:4][CH:3]=1.[Cl:34]N1C(=O)CCC1=O. Product: [Cl:34][C:10]1[C:9]([C:31]([NH2:33])=[O:32])=[C:8]([C:5]2[CH:4]=[CH:3][C:2]([F:1])=[CH:7][CH:6]=2)[N:16]2[C:11]=1[CH:12]=[C:13]([CH2:17][N:18]1[CH:22]=[C:21]([C:23]([OH:30])([C:26]([F:28])([F:27])[F:29])[CH2:24][CH3:25])[N:20]=[N:19]1)[CH:14]=[CH:15]2. The catalyst class is: 23. (2) Reactant: [Cl:1][C:2]1[C:7]([C:8]2[CH:9]=[CH:10][C:11]3[C:12]4[CH:20]=[N:19][NH:18][C:13]=4[N:14]=[CH:15][C:16]=3[CH:17]=2)=[C:6]([F:21])[CH:5]=[CH:4][C:3]=1[NH:22][S:23]([CH2:26][CH2:27][CH3:28])(=[O:25])=[O:24].C1C(=O)N([Br:36])C(=O)C1. Product: [Br:36][C:20]1[C:12]2[C:11]3[CH:10]=[CH:9][C:8]([C:7]4[C:2]([Cl:1])=[C:3]([NH:22][S:23]([CH2:26][CH2:27][CH3:28])(=[O:24])=[O:25])[CH:4]=[CH:5][C:6]=4[F:21])=[CH:17][C:16]=3[CH:15]=[N:14][C:13]=2[NH:18][N:19]=1. The catalyst class is: 23.